Dataset: Full USPTO retrosynthesis dataset with 1.9M reactions from patents (1976-2016). Task: Predict the reactants needed to synthesize the given product. Given the product [C:47]([O:17][C@@H:16]1[C@@H:18]([CH2:19][OH:20])[O:23][C@@H:12]([N:11]2[C:43]3[N:44]=[CH:45][N:46]=[C:7]([NH:6][C:1](=[O:5])[CH2:2][CH2:3][CH3:4])[C:8]=3[N:9]=[CH:10]2)[C@@H:13]1[O:14][CH3:15])(=[O:54])[C:48]1[CH:53]=[CH:52][CH:51]=[CH:50][CH:49]=1, predict the reactants needed to synthesize it. The reactants are: [C:1]([NH:6][C:7]1[C:8]2[N:9]=[CH:10][N:11]([C:43]=2[N:44]=[CH:45][N:46]=1)[C@:12]1(C(C2C=CC=CC=2)(C2C=CC=CC=2)C2C=CC=CC=2)[O:23][C@H:18]([CH2:19][O:20]OC)[C@@H:16]([OH:17])[C@H:13]1[O:14][CH3:15])(=[O:5])[CH2:2][CH2:3][CH3:4].[C:47](Cl)(=[O:54])[C:48]1[CH:53]=[CH:52][CH:51]=[CH:50][CH:49]=1.